Predict which catalyst facilitates the given reaction. From a dataset of Catalyst prediction with 721,799 reactions and 888 catalyst types from USPTO. (1) Reactant: [H-].[H-].[H-].[H-].[Li+].[Al+3].[N:7]([CH:10]1[C:16](=[O:17])[CH:15]([CH3:18])[CH2:14][CH2:13][N:12]([S:19]([C:22]2[CH:28]=[CH:27][C:25]([CH3:26])=[CH:24][CH:23]=2)(=[O:21])=[O:20])[CH2:11]1)=[N+]=[N-]. Product: [NH2:7][CH:10]1[CH:16]([OH:17])[CH:15]([CH3:18])[CH2:14][CH2:13][N:12]([S:19]([C:22]2[CH:23]=[CH:24][C:25]([CH3:26])=[CH:27][CH:28]=2)(=[O:21])=[O:20])[CH2:11]1. The catalyst class is: 1. (2) Reactant: [O:1]=[C:2]1[CH2:5][CH:4]([NH:6][C:7](=[O:13])[O:8][C:9]([CH3:12])([CH3:11])[CH3:10])[CH2:3]1.[BH4-].[Na+]. Product: [OH:1][CH:2]1[CH2:3][CH:4]([NH:6][C:7](=[O:13])[O:8][C:9]([CH3:11])([CH3:10])[CH3:12])[CH2:5]1. The catalyst class is: 14. (3) Reactant: [OH:1]/[N:2]=[C:3](/[C:22]1[CH:27]=[CH:26][N:25]=[C:24]([CH3:28])[CH:23]=1)\[CH2:4][C@H:5]([C:13]1[CH:21]=[CH:20][C:16]([C:17](O)=[O:18])=[CH:15][CH:14]=1)[C:6]1[CH:11]=[CH:10][CH:9]=[CH:8][C:7]=1[CH3:12].[NH2:29][CH2:30][C@@H:31]([OH:33])[CH3:32].F[P-](F)(F)(F)(F)F.N1(O[P+](N(C)C)(N(C)C)N(C)C)C2C=CC=CC=2N=N1. Product: [OH:1]/[N:2]=[C:3](/[C:22]1[CH:27]=[CH:26][N:25]=[C:24]([CH3:28])[CH:23]=1)\[CH2:4][C@H:5]([C:13]1[CH:14]=[CH:15][C:16]([C:17]([NH:29][CH2:30][C@@H:31]([OH:33])[CH3:32])=[O:18])=[CH:20][CH:21]=1)[C:6]1[CH:11]=[CH:10][CH:9]=[CH:8][C:7]=1[CH3:12]. The catalyst class is: 7.